Dataset: Reaction yield outcomes from USPTO patents with 853,638 reactions. Task: Predict the reaction yield, written as a fraction of the theoretical maximum amount of product (1.0 means a 100% yield; for example, 0.34 means a 34% yield). (1) The reactants are [OH-].[Li+].C([O:5][C:6]([C@@H:8]1[CH2:13][CH2:12][CH2:11][N:10]([S:14]([C:17]2[CH:22]=[CH:21][CH:20]=[CH:19][C:18]=2[Cl:23])(=[O:16])=[O:15])[CH2:9]1)=[O:7])C. The catalyst is O1CCCC1. The product is [Cl:23][C:18]1[CH:19]=[CH:20][CH:21]=[CH:22][C:17]=1[S:14]([N:10]1[CH2:11][CH2:12][CH2:13][C@@H:8]([C:6]([OH:7])=[O:5])[CH2:9]1)(=[O:15])=[O:16]. The yield is 0.920. (2) The reactants are Cl.[NH2:2][OH:3].C([O-])(O)=O.[Na+].[F:9][C:10]([F:38])([F:37])[C:11]1[CH:12]=[C:13]([N:17]2[CH2:22][CH2:21][N:20]([S:23]([C:26]3[CH:31]=[CH:30][C:29](/[CH:32]=[CH:33]/[C:34](Cl)=[O:35])=[CH:28][CH:27]=3)(=[O:25])=[O:24])[CH2:19][CH2:18]2)[CH:14]=[CH:15][CH:16]=1. The catalyst is O1CCCC1.O. The product is [OH:3][NH:2][C:34](=[O:35])/[CH:33]=[CH:32]/[C:29]1[CH:30]=[CH:31][C:26]([S:23]([N:20]2[CH2:21][CH2:22][N:17]([C:13]3[CH:14]=[CH:15][CH:16]=[C:11]([C:10]([F:38])([F:37])[F:9])[CH:12]=3)[CH2:18][CH2:19]2)(=[O:25])=[O:24])=[CH:27][CH:28]=1. The yield is 0.730. (3) The yield is 1.00. The catalyst is C(Cl)Cl. The product is [Cl:38][C:21]1[CH:20]=[C:19]([NH:18][C:8](=[O:9])[C:3]2[CH:4]=[CH:5][CH:6]=[CH:7][N:2]=2)[CH:24]=[CH:23][C:22]=1[N:25]1[CH2:30][CH2:29][N:28]([C:31]([O:33][C:34]([CH3:37])([CH3:36])[CH3:35])=[O:32])[CH2:27][CH2:26]1. The reactants are Cl.[N:2]1[CH:7]=[CH:6][CH:5]=[CH:4][C:3]=1[C:8](Cl)=[O:9].CCN(CC)CC.[NH2:18][C:19]1[CH:24]=[CH:23][C:22]([N:25]2[CH2:30][CH2:29][N:28]([C:31]([O:33][C:34]([CH3:37])([CH3:36])[CH3:35])=[O:32])[CH2:27][CH2:26]2)=[C:21]([Cl:38])[CH:20]=1. (4) The reactants are [CH3:1][NH:2][C:3]1[N:8]=[CH:7][NH:6][C:5](=[O:9])[CH:4]=1.[CH2:10](Br)[C:11]1[CH:16]=[CH:15][CH:14]=[CH:13][CH:12]=1.C(=O)([O-])[O-].[K+].[K+]. The catalyst is C(O)C. The product is [CH2:10]([N:6]1[C:5](=[O:9])[CH:4]=[C:3]([NH:2][CH3:1])[N:8]=[CH:7]1)[C:11]1[CH:16]=[CH:15][CH:14]=[CH:13][CH:12]=1. The yield is 0.430.